Dataset: Full USPTO retrosynthesis dataset with 1.9M reactions from patents (1976-2016). Task: Predict the reactants needed to synthesize the given product. (1) Given the product [OH:7][CH:5]([CH3:6])[C:4]([NH:8][C:9](=[O:15])[O:10][C:11]([CH3:12])([CH3:13])[CH3:14])([CH3:2])[CH3:18], predict the reactants needed to synthesize it. The reactants are: C[CH:2]([C@H:4]([NH:8][C:9](=[O:15])[O:10][C:11]([CH3:14])([CH3:13])[CH3:12])[C:5](=[O:7])[CH3:6])C.[BH4-].[Na+].[CH3:18]O. (2) Given the product [F:1][B-:2]([F:5])([F:4])[F:3].[CH3:6][N+:7]1([C:19]2[N:24]=[C:23]([O:25][CH3:26])[N:22]=[C:21]([O:27][CH3:28])[N:20]=2)[CH2:12][CH2:11][O:10][CH2:9][CH2:8]1, predict the reactants needed to synthesize it. The reactants are: [F:1][B-:2]([F:5])([F:4])[F:3].[CH3:6][N:7]1[CH2:12][CH2:11][O:10][CH2:9][CH2:8]1.C(=O)(O)[O-].[Na+].Cl[C:19]1[N:24]=[C:23]([O:25][CH3:26])[N:22]=[C:21]([O:27][CH3:28])[N:20]=1. (3) Given the product [Cl:7][C:8]1[CH:9]=[C:10]2[C:14](=[CH:15][CH:16]=1)[N:13]([CH3:1])[C:12]([C:17]1[CH:22]=[CH:21][C:20]([Cl:23])=[CH:19][CH:18]=1)=[C:11]2[CH2:24][CH:25]([F:28])[CH2:26][N:39]1[CH2:40][CH2:41][C:36]([CH2:35][C:29]2[CH:30]=[CH:31][CH:32]=[CH:33][CH:34]=2)([OH:42])[CH2:37][CH2:38]1, predict the reactants needed to synthesize it. The reactants are: [C:1](=O)([O-])[O-].[K+].[K+].[Cl:7][C:8]1[CH:9]=[C:10]2[C:14](=[CH:15][CH:16]=1)[NH:13][C:12]([C:17]1[CH:22]=[CH:21][C:20]([Cl:23])=[CH:19][CH:18]=1)=[C:11]2[CH2:24][CH:25]([F:28])[CH2:26]Cl.[C:29]1([CH2:35][C:36]2([OH:42])[CH2:41][CH2:40][NH:39][CH2:38][CH2:37]2)[CH:34]=[CH:33][CH:32]=[CH:31][CH:30]=1.[I-].[Na+]. (4) Given the product [C:1]1([C:24]2[CH:29]=[CH:28][CH:27]=[CH:26][CH:25]=2)[CH:6]=[CH:5][C:4]([CH2:7][N:8]2[C:17]3[CH:16]=[CH:15][CH:14]=[CH:13][C:12]=3[C:11]3=[N:30][NH:31][C:19](=[O:20])[C:10]3=[CH:9]2)=[CH:3][CH:2]=1, predict the reactants needed to synthesize it. The reactants are: [C:1]1([C:24]2[CH:29]=[CH:28][CH:27]=[CH:26][CH:25]=2)[CH:6]=[CH:5][C:4]([CH2:7][N:8]2[C:17]3[C:12](=[CH:13][CH:14]=[CH:15][CH:16]=3)[C:11](=S)[C:10]([C:19](OCC)=[O:20])=[CH:9]2)=[CH:3][CH:2]=1.[NH2:30][NH2:31]. (5) Given the product [C:32]([N:36]([CH3:37])[CH2:26]/[CH:27]=[CH:28]/[C:29]([N:22]1[CH2:21][CH2:20][C:19]2[C:12]3[C:11]([NH:10][C:6]4[CH:7]=[C:8]([Cl:9])[C:3]([Cl:2])=[C:4]([OH:24])[CH:5]=4)=[N:16][CH:15]=[N:14][C:13]=3[S:17][C:18]=2[CH2:23]1)=[O:31])([CH3:35])([CH3:34])[CH3:33], predict the reactants needed to synthesize it. The reactants are: Cl.[Cl:2][C:3]1[C:8]([Cl:9])=[CH:7][C:6]([NH:10][C:11]2[C:12]3[C:19]4[CH2:20][CH2:21][NH:22][CH2:23][C:18]=4[S:17][C:13]=3[N:14]=[CH:15][N:16]=2)=[CH:5][C:4]=1[OH:24].Br[CH2:26]/[CH:27]=[CH:28]/[C:29]([OH:31])=O.[C:32]([NH:36][CH3:37])([CH3:35])([CH3:34])[CH3:33]. (6) Given the product [CH:37]1[C:36]2[CH:35]([CH2:34][O:33][C:31](=[O:32])[NH:30][C@@H:26]([C:27](=[O:28])[NH:7][C:4]3[CH:3]=[CH:2][C:1]([C:8]4[CH:13]=[CH:12][CH:11]=[CH:10][CH:9]=4)=[CH:6][CH:5]=3)[CH2:25][CH2:24][CH2:23][CH2:22][NH2:21])[C:47]3[C:42](=[CH:43][CH:44]=[CH:45][CH:46]=3)[C:41]=2[CH:40]=[CH:39][CH:38]=1, predict the reactants needed to synthesize it. The reactants are: [C:1]1([C:8]2[CH:13]=[CH:12][CH:11]=[CH:10][CH:9]=2)[CH:6]=[CH:5][C:4]([NH2:7])=[CH:3][CH:2]=1.C(OC([NH:21][CH2:22][CH2:23][CH2:24][CH2:25][C@@H:26]([NH:30][C:31]([O:33][CH2:34][CH:35]1[C:47]2[CH:46]=[CH:45][CH:44]=[CH:43][C:42]=2[C:41]2[C:36]1=[CH:37][CH:38]=[CH:39][CH:40]=2)=[O:32])[C:27](O)=[O:28])=O)(C)(C)C. (7) Given the product [Cl:16][C:17]1[N:22]=[CH:21][N:20]=[C:19]([C:23]([NH:1][CH2:2][C@H:3]([OH:15])[CH2:4][N:5]2[CH2:14][CH2:13][C:12]3[C:7](=[CH:8][CH:9]=[CH:10][CH:11]=3)[CH2:6]2)=[O:24])[CH:18]=1, predict the reactants needed to synthesize it. The reactants are: [NH2:1][CH2:2][C@H:3]([OH:15])[CH2:4][N:5]1[CH2:14][CH2:13][C:12]2[C:7](=[CH:8][CH:9]=[CH:10][CH:11]=2)[CH2:6]1.[Cl:16][C:17]1[N:22]=[CH:21][N:20]=[C:19]([C:23](Cl)=[O:24])[CH:18]=1. (8) Given the product [Cl:1][C:2]1[N:7]=[CH:6][C:5]2[C:8](=[O:16])[NH:9][N:10]([C:32]([O:34][C:35]([CH3:36])([CH3:37])[CH3:38])=[O:33])[C:4]=2[CH:3]=1, predict the reactants needed to synthesize it. The reactants are: [Cl:1][C:2]1[N:7]=[CH:6][C:5]2[C:8](=[O:16])[NH:9][N:10](C(OCC)=O)[C:4]=2[CH:3]=1.C(N(CC)CC)C.[C:32](O[C:32]([O:34][C:35]([CH3:38])([CH3:37])[CH3:36])=[O:33])([O:34][C:35]([CH3:38])([CH3:37])[CH3:36])=[O:33]. (9) Given the product [S:1]1[C:5]2[CH:6]=[CH:7][CH:8]=[CH:9][C:4]=2[N:3]=[C:2]1[S:10][CH2:11][C:12]([N:15]1[CH2:21][CH2:20][CH2:19][CH2:18][C:17]2[CH:22]=[CH:23][CH:24]=[CH:25][C:16]1=2)=[O:14], predict the reactants needed to synthesize it. The reactants are: [S:1]1[C:5]2[CH:6]=[CH:7][CH:8]=[CH:9][C:4]=2[N:3]=[C:2]1[S:10][CH2:11][C:12]([OH:14])=O.[NH:15]1[CH2:21][CH2:20][CH2:19][CH2:18][C:17]2[CH:22]=[CH:23][CH:24]=[CH:25][C:16]1=2. (10) Given the product [CH2:11]([O:18][C:19]1[C:20](=[O:22])[N:34]2[CH2:35][CH2:36][N:32]([CH2:31][CH2:30][O:29][CH3:28])[C:33]2=[N:37][C:2]=1[C:1]([O:8][CH2:9][CH3:10])=[O:7])[C:12]1[CH:13]=[CH:14][CH:15]=[CH:16][CH:17]=1, predict the reactants needed to synthesize it. The reactants are: [C:1]([O:8][CH2:9][CH3:10])(=[O:7])[C:2](OCC)=O.[CH2:11]([O:18][CH2:19][C:20]([O:22]CC)=O)[C:12]1[CH:17]=[CH:16][CH:15]=[CH:14][CH:13]=1.[H-].[Na+].Br.[CH3:28][O:29][CH2:30][CH2:31][N:32]1[CH2:36][CH2:35][N:34]=[C:33]1[NH2:37].